This data is from Forward reaction prediction with 1.9M reactions from USPTO patents (1976-2016). The task is: Predict the product of the given reaction. (1) The product is: [Br:1][CH2:9][C:10]1[S:11][C:12]([C:15]([O:17][CH2:18][CH3:19])=[O:16])=[CH:13][N:14]=1. Given the reactants [Br:1]N1C(=O)CCC1=O.[CH3:9][C:10]1[S:11][C:12]([C:15]([O:17][CH2:18][CH3:19])=[O:16])=[CH:13][N:14]=1, predict the reaction product. (2) Given the reactants [C:1]([O:5][C:6]([N:8]1[CH2:11][CH:10]([CH2:12][C:13]2[CH:14]=[C:15]3[C:24](=[CH:25][C:26]=2[C:27]([F:30])([F:29])[F:28])[O:23][CH2:22][C:21]2[N:16]3[CH:17]([CH3:40])[C:18](=[O:39])[N:19](COCC[Si](C)(C)C)[N:20]=2)[CH2:9]1)=[O:7])([CH3:4])([CH3:3])[CH3:2].CCCC[N+](CCCC)(CCCC)CCCC.[F-], predict the reaction product. The product is: [C:1]([O:5][C:6]([N:8]1[CH2:11][CH:10]([CH2:12][C:13]2[CH:14]=[C:15]3[C:24](=[CH:25][C:26]=2[C:27]([F:29])([F:28])[F:30])[O:23][CH2:22][C:21]2[N:16]3[CH:17]([CH3:40])[C:18](=[O:39])[NH:19][N:20]=2)[CH2:9]1)=[O:7])([CH3:4])([CH3:2])[CH3:3]. (3) Given the reactants [CH:1]1([NH:4][C:5](=[O:26])[C@@H:6]([OH:25])[C@@H:7]([N:10](CC2C=CC=CC=2)CC2C=CC=CC=2)[CH2:8][CH3:9])[CH2:3][CH2:2]1, predict the reaction product. The product is: [NH2:10][C@@H:7]([CH2:8][CH3:9])[C@H:6]([OH:25])[C:5]([NH:4][CH:1]1[CH2:2][CH2:3]1)=[O:26]. (4) Given the reactants [O:1]1[CH:5]=[CH:4][N:3]=[CH:2]1.B.O1CCCC1.C([Li])CCC.[F:17][C:18]1[CH:23]=[CH:22][C:21]([N:24]2[C:28]3[CH:29]=[C:30]4[C@:35]([CH:37]=[O:38])([CH2:36][C:27]=3[CH:26]=[N:25]2)[CH2:34][N:33]([S:39]([C:42]2[CH:47]=[CH:46][C:45]([C:48]([F:51])([F:50])[F:49])=[CH:44][CH:43]=2)(=[O:41])=[O:40])[CH2:32][CH2:31]4)=[CH:20][CH:19]=1, predict the reaction product. The product is: [F:17][C:18]1[CH:23]=[CH:22][C:21]([N:24]2[C:28]3[CH:29]=[C:30]4[C@:35]([CH:37]([C:2]5[O:1][CH:5]=[CH:4][N:3]=5)[OH:38])([CH2:36][C:27]=3[CH:26]=[N:25]2)[CH2:34][N:33]([S:39]([C:42]2[CH:43]=[CH:44][C:45]([C:48]([F:51])([F:49])[F:50])=[CH:46][CH:47]=2)(=[O:41])=[O:40])[CH2:32][CH2:31]4)=[CH:20][CH:19]=1. (5) Given the reactants [CH2:1]([N:5]1[C:10]2[CH:11]=[C:12]([C:17]([OH:19])=O)[CH:13]=[C:14]([C:15]#[N:16])[C:9]=2[O:8][CH2:7][CH2:6]1)[CH2:2][CH2:3][CH3:4].CN(C(ON1N=NC2C=CC=CC1=2)=[N+](C)C)C.F[P-](F)(F)(F)(F)F.C(N(C(C)C)CC)(C)C.[NH2:53][C@@H:54]([CH2:68][C:69]1[CH:74]=[C:73]([F:75])[CH:72]=[C:71]([F:76])[CH:70]=1)[C@H:55]([OH:67])[CH2:56][NH:57][CH2:58][C:59]1[CH:64]=[CH:63][CH:62]=[C:61]([CH2:65][CH3:66])[CH:60]=1, predict the reaction product. The product is: [CH2:1]([N:5]1[C:10]2[CH:11]=[C:12]([C:17]([NH:53][C@@H:54]([CH2:68][C:69]3[CH:70]=[C:71]([F:76])[CH:72]=[C:73]([F:75])[CH:74]=3)[C@H:55]([OH:67])[CH2:56][NH:57][CH2:58][C:59]3[CH:64]=[CH:63][CH:62]=[C:61]([CH2:65][CH3:66])[CH:60]=3)=[O:19])[CH:13]=[C:14]([C:15]#[N:16])[C:9]=2[O:8][CH2:7][CH2:6]1)[CH2:2][CH2:3][CH3:4]. (6) Given the reactants [N:1]12[CH2:8][CH2:7][CH:4]([CH2:5][CH2:6]1)[CH:3]([CH2:9][C:10]([O:12]C)=[O:11])[CH2:2]2, predict the reaction product. The product is: [N:1]12[CH2:8][CH2:7][CH:4]([CH2:5][CH2:6]1)[CH:3]([CH2:9][C:10]([OH:12])=[O:11])[CH2:2]2. (7) Given the reactants [Br:1][C:2]1[CH:3]=[C:4]([N+:9]([O-])=O)[CH:5]=[C:6]([Br:8])[CH:7]=1, predict the reaction product. The product is: [Br:1][C:2]1[CH:3]=[C:4]([CH:5]=[C:6]([Br:8])[CH:7]=1)[NH2:9]. (8) Given the reactants [CH3:1][N:2]1[C:7](=[O:8])[C:6]2=[CH:9][N:10]([CH2:12][C:13]3[C:22]4[C:17](=[CH:18][CH:19]=[CH:20][CH:21]=4)[CH:16]=[CH:15][CH:14]=3)[CH:11]=[C:5]2[N:4]([CH2:23][CH:24]([CH3:26])[CH3:25])[C:3]1=[O:27].C([N-]C(C)C)(C)C.[Li+].[I:36]I.[Cl-].[NH4+], predict the reaction product. The product is: [I:36][C:9]1[N:10]([CH2:12][C:13]2[C:22]3[C:17](=[CH:18][CH:19]=[CH:20][CH:21]=3)[CH:16]=[CH:15][CH:14]=2)[CH:11]=[C:5]2[C:6]=1[C:7](=[O:8])[N:2]([CH3:1])[C:3](=[O:27])[N:4]2[CH2:23][CH:24]([CH3:25])[CH3:26]. (9) Given the reactants [Cl:1][C:2]1[CH:7]=[C:6]([OH:8])[CH:5]=[CH:4][C:3]=1[CH2:9][N:10]1[CH:14]=[CH:13][C:12]([NH:15][C:16](=[O:25])[C:17]2[C:22]([F:23])=[CH:21][CH:20]=[CH:19][C:18]=2[F:24])=[N:11]1.[CH3:26]C(C)([O-])C.[K+].CI, predict the reaction product. The product is: [Cl:1][C:2]1[CH:7]=[C:6]([O:8][CH3:26])[CH:5]=[CH:4][C:3]=1[CH2:9][N:10]1[CH:14]=[CH:13][C:12]([NH:15][C:16](=[O:25])[C:17]2[C:18]([F:24])=[CH:19][CH:20]=[CH:21][C:22]=2[F:23])=[N:11]1. (10) Given the reactants [CH3:1][CH:2]([CH3:22])[CH2:3][C@H:4]([N:16]1[CH2:21][CH2:20][O:19][CH2:18][CH2:17]1)[C:5]([NH:7][C@H:8]1[C@H:15]2[C@H:11]([CH2:12][NH:13][CH2:14]2)[CH2:10][CH2:9]1)=[O:6].C(N(CC)CC)C.[F:30][C:31]([F:43])([F:42])[C:32]1[CH:33]=[C:34]([S:38](Cl)(=[O:40])=[O:39])[CH:35]=[CH:36][CH:37]=1, predict the reaction product. The product is: [CH3:1][CH:2]([CH3:22])[CH2:3][C@H:4]([N:16]1[CH2:17][CH2:18][O:19][CH2:20][CH2:21]1)[C:5]([NH:7][C@H:8]1[C@H:15]2[C@H:11]([CH2:12][N:13]([S:38]([C:34]3[CH:35]=[CH:36][CH:37]=[C:32]([C:31]([F:30])([F:42])[F:43])[CH:33]=3)(=[O:40])=[O:39])[CH2:14]2)[CH2:10][CH2:9]1)=[O:6].